This data is from Experimentally validated miRNA-target interactions with 360,000+ pairs, plus equal number of negative samples. The task is: Binary Classification. Given a miRNA mature sequence and a target amino acid sequence, predict their likelihood of interaction. The miRNA is hsa-miR-6511a-5p with sequence CAGGCAGAAGUGGGGCUGACAGG. The protein sequence of the target gene is MPFPVTTQGSQQTQPPQKHYGITSPISLAAPKETDCVLTQKLIETLKPFGVFEEEEELQRRILILGKLNNLVKEWIREISESKNLPQSVIENVGGKIFTFGSYRLGVHTKGADIDALCVAPRHVDRSDFFTSFYDKLKLQEEVKDLRAVEEAFVPVIKLCFDGIEIDILFARLALQTIPEDLDLRDDSLLKNLDIRCIRSLNGCRVTDEILHLVPNIDNFRLTLRAIKLWAKRHNIYSNILGFLGGVSWAMLVARTCQLYPNAIASTLVHKFFLVFSKWEWPNPVLLKQPEECNLNLPVW.... Result: 1 (interaction).